This data is from Reaction yield outcomes from USPTO patents with 853,638 reactions. The task is: Predict the reaction yield, written as a fraction of the theoretical maximum amount of product (1.0 means a 100% yield; for example, 0.34 means a 34% yield). (1) The reactants are C([O:3][C:4](=[O:41])[CH2:5][N:6]([S:33]([N:36]([CH2:39][CH3:40])[CH2:37][CH3:38])(=[O:35])=[O:34])[CH2:7][C:8]1[CH:13]=[CH:12][CH:11]=[C:10]([O:14][CH2:15][CH2:16][C:17]2[N:18]=[C:19]([C:23]3[CH:28]=[CH:27][C:26]([C:29]([F:32])([F:31])[F:30])=[CH:25][CH:24]=3)[O:20][C:21]=2[CH3:22])[CH:9]=1)C.O.[OH-].[Li+]. No catalyst specified. The product is [CH2:37]([N:36]([S:33]([N:6]([CH2:5][C:4]([OH:41])=[O:3])[CH2:7][C:8]1[CH:13]=[CH:12][CH:11]=[C:10]([O:14][CH2:15][CH2:16][C:17]2[N:18]=[C:19]([C:23]3[CH:24]=[CH:25][C:26]([C:29]([F:30])([F:31])[F:32])=[CH:27][CH:28]=3)[O:20][C:21]=2[CH3:22])[CH:9]=1)(=[O:34])=[O:35])[CH2:39][CH3:40])[CH3:38]. The yield is 0.990. (2) The reactants are [CH:1]1([C:7]2[C:15]3[C:10](=[CH:11][C:12]([C:16]([O:18][CH3:19])=[O:17])=[CH:13][CH:14]=3)[NH:9][CH:8]=2)[CH2:6][CH2:5][CH2:4][CH2:3][CH2:2]1.[H-].[Na+].Br[CH2:23][CH2:24][CH2:25][CH2:26][C:27]([O:29][CH3:30])=[O:28]. The catalyst is CN(C=O)C. The product is [CH:1]1([C:7]2[C:15]3[C:10](=[CH:11][C:12]([C:16]([O:18][CH3:19])=[O:17])=[CH:13][CH:14]=3)[N:9]([CH2:23][CH2:24][CH2:25][CH2:26][C:27]([O:29][CH3:30])=[O:28])[CH:8]=2)[CH2:2][CH2:3][CH2:4][CH2:5][CH2:6]1. The yield is 0.570. (3) The reactants are [I:1][C:2]1[CH:3]=[C:4]([C:12]2[N:16]=[C:15]([C:17]3[O:18][C:19]4[CH:25]=[C:24]([O:26][CH3:27])[CH:23]=[CH:22][C:20]=4[CH:21]=3)[O:14][N:13]=2)[CH:5]=[CH:6][C:7]=1[O:8]C(C)C.ClC1C=C(C2ON=C(C3C=CC(OC(C)C)=C(I)C=3)N=2)C=CC=1OCCC. No catalyst specified. The product is [I:1][C:2]1[CH:3]=[C:4]([C:12]2[N:16]=[C:15]([C:17]3[O:18][C:19]4[CH:25]=[C:24]([O:26][CH3:27])[CH:23]=[CH:22][C:20]=4[CH:21]=3)[O:14][N:13]=2)[CH:5]=[CH:6][C:7]=1[OH:8]. The yield is 0.650. (4) The reactants are [Br:1][C:2]1[CH:7]=[CH:6][C:5]([NH:8][C:9]2[C:10]([C:18](O)=O)=[CH:11][N:12]([CH3:17])[C:13](=[O:16])[C:14]=2[F:15])=[C:4]([F:21])[CH:3]=1.CCN=C=NCCCN(C)C.C1C=CC2N(O)N=NC=2C=1.[NH2:43][NH:44][C:45]([NH2:47])=[S:46].CCN(CC)CC.C1C=CC(P(C2C=CC=CC=2)C2C=CC=CC=2)=CC=1.C(Cl)(Cl)(Cl)Cl. The catalyst is CN(C=O)C.[NH4+].[Cl-].C(OCC)(=O)C.CC#N.C(Cl)Cl. The product is [NH2:47][C:45]1[S:46][C:18]([C:10]2[C:9]([NH:8][C:5]3[CH:6]=[CH:7][C:2]([Br:1])=[CH:3][C:4]=3[F:21])=[C:14]([F:15])[C:13](=[O:16])[N:12]([CH3:17])[CH:11]=2)=[N:43][N:44]=1. The yield is 0.330. (5) The reactants are [N:1]1([C:10]([O:12][C:13]([CH3:16])([CH3:15])[CH3:14])=[O:11])[CH2:5][CH2:4][CH2:3][CH:2]1[C:6]([O:8][CH3:9])=[O:7].[Li+].C[Si]([N-][Si](C)(C)C)(C)C.[Cl-].[CH2:28]1[CH2:32][O:31][CH2:30][CH2:29]1. No catalyst specified. The product is [CH2:32]([O:31][CH2:30][C:2]1([C:6]([O:8][CH3:9])=[O:7])[CH2:3][CH2:4][CH2:5][N:1]1[C:10]([O:12][C:13]([CH3:16])([CH3:15])[CH3:14])=[O:11])[C:28]1[CH:29]=[CH:4][CH:3]=[CH:2][CH:6]=1. The yield is 0.790. (6) The reactants are C[O:2][C:3]1[CH:4]=[C:5]([CH2:11][CH2:12][C:13]([C:15]2[CH:20]=[CH:19][CH:18]=[C:17]([OH:21])[CH:16]=2)=[O:14])[CH:6]=[CH:7][C:8]=1[O:9][CH3:10].OC1C=C(C=CC=1)C(=O)C=CC1C=CC2OCOC=2C=1. No catalyst specified. The product is [OH:21][C:17]1[CH:16]=[C:15]([C:13](=[O:14])[CH2:12][CH2:11][C:5]2[CH:6]=[CH:7][C:8]3[O:9][CH2:10][O:2][C:3]=3[CH:4]=2)[CH:20]=[CH:19][CH:18]=1. The yield is 0.410. (7) The reactants are Cl[C:2]1[CH:7]=[C:6]([N:8]([CH2:17][O:18][CH2:19][CH2:20][Si:21]([CH3:24])([CH3:23])[CH3:22])[CH2:9][O:10][CH2:11][CH2:12][Si:13]([CH3:16])([CH3:15])[CH3:14])[N:5]2[N:25]=[CH:26][CH:27]=[C:4]2[N:3]=1.CC1(C)C(C)(C)OB([C:36]2[CH2:41][CH2:40][N:39]([C:42]([O:44][C:45]([CH3:48])([CH3:47])[CH3:46])=[O:43])[CH2:38][CH:37]=2)O1.C(Cl)Cl.C([O-])([O-])=O.[Na+].[Na+]. The catalyst is C1C=CC(P(C2C=CC=CC=2)[C-]2C=CC=C2)=CC=1.C1C=CC(P(C2C=CC=CC=2)[C-]2C=CC=C2)=CC=1.Cl[Pd]Cl.[Fe+2].COCCOC. The product is [CH3:14][Si:13]([CH3:16])([CH3:15])[CH2:12][CH2:11][O:10][CH2:9][N:8]([CH2:17][O:18][CH2:19][CH2:20][Si:21]([CH3:24])([CH3:23])[CH3:22])[C:6]1[N:5]2[N:25]=[CH:26][CH:27]=[C:4]2[N:3]=[C:2]([C:36]2[CH2:41][CH2:40][N:39]([C:42]([O:44][C:45]([CH3:48])([CH3:47])[CH3:46])=[O:43])[CH2:38][CH:37]=2)[CH:7]=1. The yield is 0.800.